The task is: Regression/Classification. Given a drug SMILES string, predict its absorption, distribution, metabolism, or excretion properties. Task type varies by dataset: regression for continuous measurements (e.g., permeability, clearance, half-life) or binary classification for categorical outcomes (e.g., BBB penetration, CYP inhibition). Dataset: cyp2c19_veith.. This data is from CYP2C19 inhibition data for predicting drug metabolism from PubChem BioAssay. (1) The compound is C=CCNc1sc(C(=O)c2ccc(C)cc2)c(N)c1C#N. The result is 1 (inhibitor). (2) The compound is CCOc1cc(CNCCO)cc(Br)c1OCc1ccccc1Cl.Cl. The result is 1 (inhibitor). (3) The molecule is O=c1c(-c2cccs2)nc2cnc(Nc3ccccc3)nc2n1C[C@H]1CCCO1. The result is 0 (non-inhibitor). (4) The compound is Cc1c(C(=O)NN2CCCCC2)nn(-c2ccc(Cl)cc2Cl)c1-c1ccc(I)cc1. The result is 1 (inhibitor). (5) The drug is CCC(=O)N(C)/C=C1\Sc2ccccc2C1=O. The result is 1 (inhibitor). (6) The drug is c1ccc(Cn2nnc3c(N4CCc5ccccc5C4)ncnc32)cc1. The result is 1 (inhibitor). (7) The drug is COc1ccccc1CN1CC[C@@]2(CCCN(S(=O)(=O)c3ccccc3)C2)C1. The result is 0 (non-inhibitor). (8) The compound is COCCn1c(=O)cnc2cnc(N3CCOCC3)nc21. The result is 0 (non-inhibitor).